This data is from Catalyst prediction with 721,799 reactions and 888 catalyst types from USPTO. The task is: Predict which catalyst facilitates the given reaction. (1) Reactant: O[CH2:2][CH:3]([CH2:5]O)O.C1C=CC=CC=1.[C:13]1([CH3:19])[CH:18]=C[CH:16]=[CH:15][CH:14]=1. Product: [C:3]1([CH3:5])[CH:18]=[C:13]([CH3:19])[CH:14]=[C:15]([CH3:16])[CH:2]=1. The catalyst class is: 113. (2) Reactant: [S:1]1[C:5]2[CH:6]=[CH:7][CH:8]=[CH:9][C:4]=2[CH:3]=[C:2]1[C:10]([NH:12][C@H:13]([C:18]([NH:20][CH2:21][CH2:22][CH2:23][N:24](C)[C:25](=O)OC(C)(C)C)=[O:19])[CH2:14][CH:15]([CH3:17])[CH3:16])=[O:11].Cl.O1CCOCC1. Product: [CH3:16][CH:15]([CH3:17])[CH2:14][C@H:13]([NH:12][C:10]([C:2]1[S:1][C:5]2[CH:6]=[CH:7][CH:8]=[CH:9][C:4]=2[CH:3]=1)=[O:11])[C:18]([NH:20][CH2:21][CH2:22][CH2:23][NH:24][CH3:25])=[O:19]. The catalyst class is: 5. (3) Reactant: CS(O[CH2:6][CH2:7][CH2:8][N:9]([S:22]([C:25]1[CH:30]=[CH:29][CH:28]=[CH:27][C:26]=1[N+:31]([O-:33])=[O:32])(=[O:24])=[O:23])[CH2:10][CH2:11][N:12]1[CH:17]=[CH:16][C:15]2[CH:18]=[CH:19][O:20][C:14]=2[C:13]1=[O:21])(=O)=O.[I-:34].[Na+].CC(C)=O. Product: [I:34][CH2:6][CH2:7][CH2:8][N:9]([CH2:10][CH2:11][N:12]1[CH:17]=[CH:16][C:15]2[CH:18]=[CH:19][O:20][C:14]=2[C:13]1=[O:21])[S:22]([C:25]1[CH:30]=[CH:29][CH:28]=[CH:27][C:26]=1[N+:31]([O-:33])=[O:32])(=[O:24])=[O:23]. The catalyst class is: 6. (4) Product: [Br:1][C:2]1[CH:3]=[C:4]([OH:9])[C:5]([I:16])=[N:6][C:7]=1[Cl:8]. The catalyst class is: 6. Reactant: [Br:1][C:2]1[CH:3]=[C:4]([OH:9])[CH:5]=[N:6][C:7]=1[Cl:8].C(=O)([O-])[O-].[Na+].[Na+].[I:16]I.Cl. (5) Reactant: [CH2:1]([C:10]1[CH:15]=[CH:14][C:13]([CH:16]2[O:18][C@@H:17]2[CH2:19][CH2:20][CH2:21][C:22]([O:24][CH3:25])=[O:23])=[CH:12][CH:11]=1)[CH2:2][CH2:3][CH2:4][CH2:5][CH2:6][CH2:7][CH2:8][CH3:9].[SH:26][C:27]1[CH:28]=[C:29]([NH:33][C:34](=[O:41])[CH2:35][C:36]([O:38][CH2:39]C)=[O:37])[CH:30]=[CH:31][CH:32]=1.C(N(CC)CC)C. Product: [OH:18][C@H:17]([C@H:16]([S:26][C:27]1[CH:32]=[CH:31][CH:30]=[C:29]([NH:33][C:34](=[O:41])[CH2:35][C:36]([O:38][CH3:39])=[O:37])[CH:28]=1)[C:13]1[CH:14]=[CH:15][C:10]([CH2:1][CH2:2][CH2:3][CH2:4][CH2:5][CH2:6][CH2:7][CH2:8][CH3:9])=[CH:11][CH:12]=1)[CH2:19][CH2:20][CH2:21][C:22]([O:24][CH3:25])=[O:23]. The catalyst class is: 5. (6) The catalyst class is: 21. Product: [Br:1][C:2]1[CH:7]=[CH:6][C:5]2[S:8][CH:16]=[CH:17][C:4]=2[CH:3]=1. Reactant: [Br:1][C:2]1[CH:7]=[CH:6][C:5]([SH:8])=[CH:4][CH:3]=1.C(=O)([O-])[O-].[K+].[K+].Br[CH2:16][CH:17](OCC)OCC. (7) Reactant: C(=O)([O-])[O-].[K+].[K+].[CH2:7]([OH:14])[C:8]1[CH:13]=[CH:12][CH:11]=[CH:10][CH:9]=1.F[C:16]1[CH:21]=[CH:20][C:19]([N+:22]([O-:24])=[O:23])=[C:18]([CH3:25])[C:17]=1[F:26]. Product: [CH2:7]([O:14][C:16]1[CH:21]=[CH:20][C:19]([N+:22]([O-:24])=[O:23])=[C:18]([CH3:25])[C:17]=1[F:26])[C:8]1[CH:13]=[CH:12][CH:11]=[CH:10][CH:9]=1. The catalyst class is: 25. (8) Reactant: [CH2:1]([N:8]1[CH2:13][CH2:12][C:11]([CH2:21][OH:22])([NH:14][C:15]2[CH:20]=[CH:19][CH:18]=[CH:17][CH:16]=2)[CH2:10][CH2:9]1)[C:2]1[CH:7]=[CH:6][CH:5]=[CH:4][CH:3]=1.[H-].[Na+].I[CH3:26].O. Product: [CH2:1]([N:8]1[CH2:9][CH2:10][C:11]([CH2:21][O:22][CH3:26])([NH:14][C:15]2[CH:16]=[CH:17][CH:18]=[CH:19][CH:20]=2)[CH2:12][CH2:13]1)[C:2]1[CH:3]=[CH:4][CH:5]=[CH:6][CH:7]=1. The catalyst class is: 7.